This data is from Peptide-MHC class II binding affinity with 134,281 pairs from IEDB. The task is: Regression. Given a peptide amino acid sequence and an MHC pseudo amino acid sequence, predict their binding affinity value. This is MHC class II binding data. (1) The peptide sequence is GDGKISLSELTDALR. The MHC is HLA-DQA10102-DQB10502 with pseudo-sequence HLA-DQA10102-DQB10502. The binding affinity (normalized) is 0.0435. (2) The peptide sequence is RGTHPFSRIRDGLQY. The MHC is HLA-DQA10501-DQB10303 with pseudo-sequence HLA-DQA10501-DQB10303. The binding affinity (normalized) is 0.398. (3) The peptide sequence is MPRSIGGPVSSHNHI. The MHC is HLA-DQA10501-DQB10402 with pseudo-sequence HLA-DQA10501-DQB10402. The binding affinity (normalized) is 0.315.